From a dataset of Catalyst prediction with 721,799 reactions and 888 catalyst types from USPTO. Predict which catalyst facilitates the given reaction. (1) Reactant: [CH2:1]([C:3]1[CH:12]=[CH:11][C:10]2[C:5](=[C:6]([O:13][CH3:14])[CH:7]=[CH:8][CH:9]=2)[N:4]=1)[CH3:2].[Br:15]Br.C(=O)([O-])O.[Na+]. Product: [Br:15][C:9]1[CH:8]=[CH:7][C:6]([O:13][CH3:14])=[C:5]2[C:10]=1[CH:11]=[CH:12][C:3]([CH2:1][CH3:2])=[N:4]2. The catalyst class is: 5. (2) Product: [CH3:14][O:7][C:6](=[O:8])[C:5]1[CH:9]=[CH:10][C:2]([Br:1])=[CH:3][C:4]=1[N+:11]([O-:13])=[O:12]. The catalyst class is: 9. Reactant: [Br:1][C:2]1[CH:10]=[CH:9][C:5]([C:6]([OH:8])=[O:7])=[C:4]([N+:11]([O-:13])=[O:12])[CH:3]=1.[CH3:14]I.O. (3) Reactant: [Cl-].O[NH3+:3].[C:4](=[O:7])([O-])[OH:5].[Na+].CS(C)=O.[CH2:13]([C:17]1[N:18]=[C:19]([CH3:47])[N:20]([CH2:39][C:40]2[CH:45]=[CH:44][C:43]([Cl:46])=[CH:42][CH:41]=2)[C:21](=[O:38])[C:22]=1[CH2:23][C:24]1[CH:29]=[CH:28][C:27]([C:30]2[C:31]([C:36]#[N:37])=[CH:32][CH:33]=[CH:34][CH:35]=2)=[CH:26][CH:25]=1)[CH2:14][CH2:15][CH3:16]. Product: [CH2:13]([C:17]1[N:18]=[C:19]([CH3:47])[N:20]([CH2:39][C:40]2[CH:45]=[CH:44][C:43]([Cl:46])=[CH:42][CH:41]=2)[C:21](=[O:38])[C:22]=1[CH2:23][C:24]1[CH:25]=[CH:26][C:27]([C:30]2[CH:35]=[CH:34][CH:33]=[CH:32][C:31]=2[C:36]2[NH:3][C:4](=[O:7])[O:5][N:37]=2)=[CH:28][CH:29]=1)[CH2:14][CH2:15][CH3:16]. The catalyst class is: 13. (4) Product: [CH3:1][C:2]1[N:3]=[C:4]([CH:16]=[O:17])[S:5][C:6]=1[CH3:7]. The catalyst class is: 559. Reactant: [CH3:1][C:2]1[N:3]=[CH:4][S:5][C:6]=1[CH3:7].C([Li])CCC.CN([CH:16]=[O:17])C.[Cl-].[NH4+]. (5) Reactant: [N+:1]([C:4]1[N:9]=[C:8]([NH2:10])[CH:7]=[CH:6][CH:5]=1)([O-:3])=[O:2].[Br:11]N1C(=O)CCC1=O. Product: [Br:11][C:5]1[CH:6]=[CH:7][C:8]([NH2:10])=[N:9][C:4]=1[N+:1]([O-:3])=[O:2]. The catalyst class is: 23. (6) Reactant: O1CCCC1.[F:6][C:7]1[CH:8]=[C:9]([CH:22]=[CH:23][CH:24]=1)[O:10][C:11]1[CH:16]=[CH:15][C:14]([CH2:17][C:18](Cl)=[N:19][OH:20])=[CH:13][CH:12]=1.[C:25]([C:27]1[C:28]([NH2:33])=[N:29][CH:30]=[CH:31][CH:32]=1)#[CH:26].C(N(CC)CC)C. Product: [F:6][C:7]1[CH:8]=[C:9]([CH:22]=[CH:23][CH:24]=1)[O:10][C:11]1[CH:16]=[CH:15][C:14]([CH2:17][C:18]2[CH:26]=[C:25]([C:27]3[C:28]([NH2:33])=[N:29][CH:30]=[CH:31][CH:32]=3)[O:20][N:19]=2)=[CH:13][CH:12]=1. The catalyst class is: 6. (7) Product: [Cl:1][C:2]1[N:3]=[CH:4][C:5]([O:8][C:10]2[C:19]3[C:14](=[CH:15][C:16]([O:22][CH3:23])=[C:17]([O:20][CH3:21])[CH:18]=3)[N:13]=[CH:12][CH:11]=2)=[CH:6][CH:7]=1. The catalyst class is: 420. Reactant: [Cl:1][C:2]1[CH:7]=[CH:6][C:5]([OH:8])=[CH:4][N:3]=1.Cl[C:10]1[C:19]2[C:14](=[CH:15][C:16]([O:22][CH3:23])=[C:17]([O:20][CH3:21])[CH:18]=2)[N:13]=[CH:12][CH:11]=1.O. (8) Reactant: [O:1]=[S:2]1(=[O:33])[CH2:7][CH2:6][N:5]([CH2:8][CH2:9][N:10]([CH2:23][CH2:24][N:25]2[CH2:30][CH2:29][S:28](=[O:32])(=[O:31])[CH2:27][CH2:26]2)S(C2C=CC=CC=2[N+]([O-])=O)(=O)=O)[CH2:4][CH2:3]1.C1(S)C=CC=CC=1.C(=O)([O-])[O-].[K+].[K+]. Product: [O:32]=[S:28]1(=[O:31])[CH2:29][CH2:30][N:25]([CH2:24][CH2:23][NH:10][CH2:9][CH2:8][N:5]2[CH2:4][CH2:3][S:2](=[O:1])(=[O:33])[CH2:7][CH2:6]2)[CH2:26][CH2:27]1. The catalyst class is: 115. (9) The catalyst class is: 3. Reactant: [OH:1][C:2]1[CH:7]=[C:6]([CH3:8])[C:5]([NH:9][CH:10]=[O:11])=[C:4]([CH3:12])[C:3]=1[CH3:13].[H-].[Na+].Br[CH2:17][C:18]([CH3:29])=[CH:19][C:20]1[CH:25]=[CH:24][C:23]([CH:26]([CH3:28])[CH3:27])=[CH:22][CH:21]=1.O. Product: [CH:26]([C:23]1[CH:22]=[CH:21][C:20]([CH:19]=[C:18]([CH3:29])[CH2:17][O:1][C:2]2[CH:7]=[C:6]([CH3:8])[C:5]([NH:9][CH:10]=[O:11])=[C:4]([CH3:12])[C:3]=2[CH3:13])=[CH:25][CH:24]=1)([CH3:28])[CH3:27].